This data is from Full USPTO retrosynthesis dataset with 1.9M reactions from patents (1976-2016). The task is: Predict the reactants needed to synthesize the given product. (1) Given the product [F:1][C:2]1[C:3]([CH3:16])=[C:4]([C:8]2[CH:13]=[CH:12][N:11]=[CH:10][C:9]=2[N:14]([CH3:15])[C:24](=[O:26])[C:23]2[CH:27]=[C:28]([C:30]([F:33])([F:32])[F:31])[CH:29]=[C:21]([S:18]([CH3:17])(=[O:19])=[O:20])[CH:22]=2)[CH:5]=[CH:6][CH:7]=1, predict the reactants needed to synthesize it. The reactants are: [F:1][C:2]1[C:3]([CH3:16])=[C:4]([C:8]2[CH:13]=[CH:12][N:11]=[CH:10][C:9]=2[NH:14][CH3:15])[CH:5]=[CH:6][CH:7]=1.[CH3:17][S:18]([C:21]1[CH:22]=[C:23]([CH:27]=[C:28]([C:30]([F:33])([F:32])[F:31])[CH:29]=1)[C:24]([OH:26])=O)(=[O:20])=[O:19]. (2) Given the product [CH:18]1([N:5]2[C:4](=[O:21])[CH:3]=[C:2]([NH:26][CH3:25])[N:7]([C:8]3[CH:13]=[CH:12][CH:11]=[C:10]([N+:14]([O-:16])=[O:15])[CH:9]=3)[C:6]2=[O:17])[CH2:20][CH2:19]1, predict the reactants needed to synthesize it. The reactants are: Cl[C:2]1[N:7]([C:8]2[CH:13]=[CH:12][CH:11]=[C:10]([N+:14]([O-:16])=[O:15])[CH:9]=2)[C:6](=[O:17])[N:5]([CH:18]2[CH2:20][CH2:19]2)[C:4](=[O:21])[CH:3]=1.C(O)C.[CH3:25][NH2:26]. (3) Given the product [Cl:6][C:7]1[CH:12]=[C:11]([N+:1]([O-:4])=[O:2])[C:10]([F:13])=[CH:9][C:8]=1[O:14][CH3:15], predict the reactants needed to synthesize it. The reactants are: [N+:1]([O-:4])([O-])=[O:2].[K+].[Cl:6][C:7]1[CH:12]=[CH:11][C:10]([F:13])=[CH:9][C:8]=1[O:14][CH3:15]. (4) Given the product [F:43][C:25]([F:24])([F:44])[C:26]([NH:28][CH2:29][C:30]1[CH:35]=[CH:34][C:33]([F:36])=[C:32]([CH:37]2[CH2:42][CH2:41][N:40]([C:20]([C:7]3[C:6]4[C:10](=[C:2]([CH3:1])[CH:3]=[CH:4][CH:5]=4)[N:9]([CH2:11][CH2:12][CH2:13][C:14]4[CH:15]=[N:16][CH:17]=[CH:18][CH:19]=4)[CH:8]=3)=[O:21])[CH2:39][CH2:38]2)[CH:31]=1)=[O:27], predict the reactants needed to synthesize it. The reactants are: [CH3:1][C:2]1[CH:3]=[CH:4][CH:5]=[C:6]2[C:10]=1[N:9]([CH2:11][CH2:12][CH2:13][C:14]1[CH:15]=[N:16][CH:17]=[CH:18][CH:19]=1)[CH:8]=[C:7]2[C:20](O)=[O:21].Cl.[F:24][C:25]([F:44])([F:43])[C:26]([NH:28][CH2:29][C:30]1[CH:35]=[CH:34][C:33]([F:36])=[C:32]([CH:37]2[CH2:42][CH2:41][NH:40][CH2:39][CH2:38]2)[CH:31]=1)=[O:27]. (5) Given the product [Br:1][C:2]1[CH:8]=[CH:7][C:5]([NH:6][CH2:11][CH2:12][N:13]2[CH2:18][CH2:17][O:16][CH2:15][CH2:14]2)=[CH:4][C:3]=1[CH3:9], predict the reactants needed to synthesize it. The reactants are: [Br:1][C:2]1[CH:8]=[CH:7][C:5]([NH2:6])=[CH:4][C:3]=1[CH3:9].Cl[CH2:11][CH2:12][N:13]1[CH2:18][CH2:17][O:16][CH2:15][CH2:14]1.C([O-])([O-])=O.[K+].[K+].N[C@H](C(O)=O)CC1C=C2C(C=CC=C2)=CC=1. (6) Given the product [NH2:28][CH:21]([C:22]1[CH:23]=[CH:24][CH:25]=[CH:26][CH:27]=1)[C:18]1[CH:17]=[CH:16][C:15]([NH:14][C:12]([CH:10]2[O:9][N:8]=[C:7]([C:3]3[CH:2]=[N:1][CH:6]=[CH:5][CH:4]=3)[CH2:11]2)=[O:13])=[CH:20][CH:19]=1, predict the reactants needed to synthesize it. The reactants are: [N:1]1[CH:6]=[CH:5][CH:4]=[C:3]([C:7]2[CH2:11][C@@H:10]([C:12]([NH:14][C:15]3[CH:20]=[CH:19][C:18]([CH:21]([N:28](C(OC(C)(C)C)=O)C(=O)OC(C)(C)C)[C:22]4[CH:27]=[CH:26][CH:25]=[CH:24][CH:23]=4)=[CH:17][CH:16]=3)=[O:13])[O:9][N:8]=2)[CH:2]=1.C(=O)=O.C([O-])(O)=O.[Na+].